From a dataset of Peptide-MHC class I binding affinity with 185,985 pairs from IEDB/IMGT. Regression. Given a peptide amino acid sequence and an MHC pseudo amino acid sequence, predict their binding affinity value. This is MHC class I binding data. The peptide sequence is IDFLIMRNL. The MHC is HLA-B40:01 with pseudo-sequence HLA-B40:01. The binding affinity (normalized) is 0.108.